Dataset: Reaction yield outcomes from USPTO patents with 853,638 reactions. Task: Predict the reaction yield, written as a fraction of the theoretical maximum amount of product (1.0 means a 100% yield; for example, 0.34 means a 34% yield). (1) The reactants are [C:1]([O:5][C:6](=[O:19])[NH:7][C@@H:8]([CH:13]1[CH2:18]CCC[CH2:14]1)[C:9](=[O:12])[NH:10][CH3:11])([CH3:4])([CH3:3])[CH3:2].C([SiH]([CH2:25][CH3:26])CC)C.[C:27](O)(C(F)(F)F)=O.[CH3:34][N:35]([C:37]([O:41]N1N=NC2C=CC=NC1=2)=[N+](C)C)C.F[P-](F)(F)(F)(F)F.C(O[C:63]([C@@H:65]1C[C@@H](O)[CH2:67][C@H:66]1C(=O)N[C@:65]1(C(OCC)=O)[CH2:63][C@H:66]1[CH:67]=C)=O)(C)(C)C. The catalyst is C(Cl)Cl. The product is [C:1]([O:5][C:6](=[O:19])[NH:7][C@H:8]([C:9](=[O:12])[NH:10][C@@H:11]([CH:26]1[CH2:25][CH2:67][CH2:66][CH2:65][CH2:63]1)[C:37](=[O:41])[NH:35][CH3:34])[C:13]([CH3:14])([CH3:18])[CH3:27])([CH3:2])([CH3:3])[CH3:4]. The yield is 0.920. (2) The reactants are [NH2:1][C:2]1[S:12][C:5]2[CH2:6][O:7][C:8]([CH3:11])([CH3:10])[CH2:9][C:4]=2[C:3]=1[C:13]([O:15][C:16]([CH3:19])([CH3:18])[CH3:17])=[O:14].[C:20]1([N:26]=[C:27]=[S:28])[CH:25]=[CH:24][CH:23]=[CH:22][CH:21]=1. The catalyst is O1CCCC1. The product is [CH3:10][C:8]1([CH3:11])[O:7][CH2:6][C:5]2[S:12][C:2]([NH:1][C:27]([NH:26][C:20]3[CH:25]=[CH:24][CH:23]=[CH:22][CH:21]=3)=[S:28])=[C:3]([C:13]([O:15][C:16]([CH3:19])([CH3:18])[CH3:17])=[O:14])[C:4]=2[CH2:9]1. The yield is 0.300. (3) The reactants are [NH2:1][C:2]1[CH:3]=[C:4]([C:9]2[N:10]([CH2:22][CH3:23])[C:11]3[C:16]([C:17]=2[C:18]#[N:19])=[CH:15][CH:14]=[C:13]([O:20][CH3:21])[CH:12]=3)[CH:5]=[CH:6][C:7]=1[OH:8].C1N=CN([C:29](N2C=NC=C2)=[O:30])C=1. The catalyst is C1COCC1. The product is [CH2:22]([N:10]1[C:11]2[C:16](=[CH:15][CH:14]=[C:13]([O:20][CH3:21])[CH:12]=2)[C:17]([C:18]#[N:19])=[C:9]1[C:4]1[CH:5]=[CH:6][C:7]2[O:8][C:29](=[O:30])[NH:1][C:2]=2[CH:3]=1)[CH3:23]. The yield is 0.810.